This data is from Catalyst prediction with 721,799 reactions and 888 catalyst types from USPTO. The task is: Predict which catalyst facilitates the given reaction. (1) Reactant: [Cl:1][C:2]1[CH:3]=[N:4][CH:5]=[C:6]([Cl:26])[C:7]=1[NH:8][C:9](=[O:25])[C:10]1[CH:15]=[CH:14][C:13]([O:16][CH:17]([F:19])[F:18])=[C:12]([O:20][CH2:21][CH:22]2[CH2:24][CH2:23]2)[CH:11]=1.O.O.O.O.O.O.C(O[O-])(=O)C1C(=CC=CC=1)C([O-])=[O:37].[Mg+2].C(OCC)(=O)C. Product: [Cl:26][C:6]1[CH:5]=[N+:4]([O-:37])[CH:3]=[C:2]([Cl:1])[C:7]=1[NH:8][C:9](=[O:25])[C:10]1[CH:15]=[CH:14][C:13]([O:16][CH:17]([F:18])[F:19])=[C:12]([O:20][CH2:21][CH:22]2[CH2:23][CH2:24]2)[CH:11]=1. The catalyst class is: 61. (2) Reactant: [CH:1]([C:3]1[C:4]([O:14][CH2:15][C:16]2[CH:40]=[CH:39][C:19]([O:20][CH2:21][C:22]3[N:23]=[C:24]([C:28]4[CH:29]=[C:30]([CH:36]=[CH:37][CH:38]=4)[O:31][CH2:32][C:33]([O-:35])=[O:34])[O:25][C:26]=3[CH3:27])=[C:18]([O:41][CH3:42])[CH:17]=2)=[N:5][N:6]([C:8]2[CH:13]=[CH:12][CH:11]=[CH:10][CH:9]=2)[CH:7]=1)=O.[CH2:43]([P:52](=[O:59])([O:56][CH2:57][CH3:58])[O:53][CH2:54][CH3:55])P(=O)(OCC)OCC.[CH3:60]N(C)C=O.[H-].[Na+]. Product: [CH2:57]([O:56][P:52](/[CH:43]=[CH:1]/[C:3]1[C:4]([O:14][CH2:15][C:16]2[CH:40]=[CH:39][C:19]([O:20][CH2:21][C:22]3[N:23]=[C:24]([C:28]4[CH:29]=[C:30]([CH:36]=[CH:37][CH:38]=4)[O:31][CH2:32][C:33]([O:35][CH3:60])=[O:34])[O:25][C:26]=3[CH3:27])=[C:18]([O:41][CH3:42])[CH:17]=2)=[N:5][N:6]([C:8]2[CH:13]=[CH:12][CH:11]=[CH:10][CH:9]=2)[CH:7]=1)([O:53][CH2:54][CH3:55])=[O:59])[CH3:58]. The catalyst class is: 6. (3) Reactant: [CH3:1][O:2][C:3]1[CH:8]=[C:7]([CH2:9][CH:10]2[NH:15][C:14](=O)[CH2:13][NH:12][C:11]2=O)[CH:6]=[CH:5][N:4]=1.[OH-].[Na+]. Product: [CH3:1][O:2][C:3]1[CH:8]=[C:7]([CH2:9][CH:10]2[CH2:11][NH:12][CH2:13][CH2:14][NH:15]2)[CH:6]=[CH:5][N:4]=1. The catalyst class is: 36. (4) Reactant: [CH3:1][O:2][C:3]1[CH:4]=[C:5]([CH:11]=[CH:12][C:13]=1[O:14][CH2:15][CH2:16][NH:17][CH2:18][CH:19]([NH:42][CH:43]1[CH2:45][CH2:44]1)[C:20](=[O:41])[CH2:21][C:22]1[CH:27]=[CH:26][C:25]([NH:28][C:29]([NH:31][C:32]2[CH:37]=[CH:36][CH:35]=[CH:34][C:33]=2[CH3:38])=[O:30])=[C:24]([O:39][CH3:40])[CH:23]=1)[C:6]([O:8]CC)=[O:7].[OH-].[Na+].Cl. Product: [CH3:1][O:2][C:3]1[CH:4]=[C:5]([CH:11]=[CH:12][C:13]=1[O:14][CH2:15][CH2:16][NH:17][CH2:18][CH:19]([NH:42][CH:43]1[CH2:44][CH2:45]1)[C:20](=[O:41])[CH2:21][C:22]1[CH:27]=[CH:26][C:25]([NH:28][C:29]([NH:31][C:32]2[CH:37]=[CH:36][CH:35]=[CH:34][C:33]=2[CH3:38])=[O:30])=[C:24]([O:39][CH3:40])[CH:23]=1)[C:6]([OH:8])=[O:7]. The catalyst class is: 36. (5) Product: [Cl:13][C:14]1[C:19]([S:20]([N:23]([CH2:25][CH2:26][N:27]([CH2:28][CH3:29])[CH2:30][CH3:31])[CH3:24])(=[O:21])=[O:22])=[C:18]([OH:32])[C:17]([NH:33][C:34]2[C:37](=[O:38])[C:36](=[O:39])[C:35]=2[NH:44][C:43]2[CH:45]=[CH:46][CH:47]=[CH:48][C:42]=2[Cl:41])=[CH:16][CH:15]=1. Reactant: C1(C2C=CC=CC=2)C=CC=CC=1.[Cl:13][C:14]1[C:19]([S:20]([N:23]([CH2:25][CH2:26][N:27]([CH2:30][CH3:31])[CH2:28][CH3:29])[CH3:24])(=[O:22])=[O:21])=[C:18]([OH:32])[C:17]([NH:33][C:34]2[C:37](=[O:38])[C:36](=[O:39])[C:35]=2Cl)=[CH:16][CH:15]=1.[Cl:41][C:42]1[CH:48]=[CH:47][CH:46]=[CH:45][C:43]=1[NH2:44]. The catalyst class is: 3.